Dataset: Forward reaction prediction with 1.9M reactions from USPTO patents (1976-2016). Task: Predict the product of the given reaction. (1) The product is: [OH:15][C:16]12[C:27]3[C:22](=[C:23]([N:2]4[CH2:7][CH2:6][CH:5]([OH:41])[CH2:4][CH2:3]4)[CH:24]=[CH:25][CH:26]=3)[C:21](=[O:29])[C:20]1([OH:30])[C:19]1[CH:31]=[CH:32][C:33]([CH:35]([CH3:37])[CH3:36])=[CH:34][C:18]=1[O:17]2. Given the reactants O[N:2]1[CH2:7][CH2:6][CH2:5][CH2:4][CH2:3]1.C(N(CC)CC)C.[OH:15][C:16]12[C:27]3[C:22](=[C:23](F)[CH:24]=[CH:25][CH:26]=3)[C:21](=[O:29])[C:20]1([OH:30])[C:19]1[CH:31]=[CH:32][C:33]([CH:35]([CH3:37])[CH3:36])=[CH:34][C:18]=1[O:17]2.CN(C)C=[O:41], predict the reaction product. (2) Given the reactants [Si](O[C@H]([C@H]1C[C@@H](OCCC)CN1C(OC(C)(C)C)=O)[C@@H](NC(=O)C1C=C(C2OC=CN=2)C=C(C(N2CCC[C@@H]2COC)=O)C=1)CC1C=C(F)C=C(F)C=1)(C(C)(C)C)(C)C.[Si]([O:67][C@H:68]([C@H:96]1[CH2:100][C@@H:99]([O:101][CH2:102][CH2:103][CH3:104])[CH2:98][N:97]1C(OC(C)(C)C)=O)[C@@H:69]([NH:79][C:80](=[O:95])[C:81]1[CH:86]=[C:85]([N:87]2[CH2:91][CH2:90][CH2:89][C:88]2=[O:92])[CH:84]=[C:83]([O:93][CH3:94])[CH:82]=1)[CH2:70][C:71]1[CH:76]=[C:75]([F:77])[CH:74]=[C:73]([F:78])[CH:72]=1)(C(C)(C)C)(C)C.[Si](O[C@H]([C@H]1C[C@@H](OCCC)CN1C(OC(C)(C)C)=O)[C@@H](NC(=O)C1C=C(N2CCCC2=O)C=C(O)C=1)CC1C=C(F)C=C(F)C=1)(C(C)(C)C)(C)C.C(=O)([O-])[O-].[Cs+].[Cs+].CI, predict the reaction product. The product is: [F:78][C:73]1[CH:72]=[C:71]([CH2:70][C@H:69]([NH:79][C:80](=[O:95])[C:81]2[CH:86]=[C:85]([N:87]3[CH2:91][CH2:90][CH2:89][C:88]3=[O:92])[CH:84]=[C:83]([O:93][CH3:94])[CH:82]=2)[C@H:68]([OH:67])[C@H:96]2[CH2:100][C@@H:99]([O:101][CH2:102][CH2:103][CH3:104])[CH2:98][NH:97]2)[CH:76]=[C:75]([F:77])[CH:74]=1. (3) Given the reactants [CH2:1]([O:3][C:4](=[O:15])[CH:5](Cl)[C:6](=O)[CH2:7][C:8]([O:10][CH2:11][CH3:12])=[O:9])[CH3:2].[Cl:16][C:17]1[CH:25]=[CH:24][C:20]([C:21]([NH2:23])=[S:22])=[CH:19][CH:18]=1.O, predict the reaction product. The product is: [CH2:1]([O:3][C:4]([C:5]1[S:22][C:21]([C:20]2[CH:24]=[CH:25][C:17]([Cl:16])=[CH:18][CH:19]=2)=[N:23][C:6]=1[CH2:7][C:8]([O:10][CH2:11][CH3:12])=[O:9])=[O:15])[CH3:2]. (4) Given the reactants C1(CCC=O)C=CC=CC=1.NC1C=CC(SC2C=CC(CC(OCC)=O)=CC=2)=CC=1.C([BH3-])#N.[Na+].[CH2:35]([O:37][C:38](=[O:72])[CH2:39][C:40]1[CH:45]=[CH:44][C:43]([S:46][C:47]2[CH:52]=[CH:51][C:50]([N:53](CCCC3C=CC=CC=3)[CH2:54][CH2:55][CH2:56][C:57]3[CH:62]=[CH:61][CH:60]=[CH:59][CH:58]=3)=[CH:49][CH:48]=2)=[CH:42][CH:41]=1)[CH3:36], predict the reaction product. The product is: [C:57]1([CH2:56][CH2:55][CH2:54][NH:53][C:50]2[CH:51]=[CH:52][C:47]([S:46][C:43]3[CH:42]=[CH:41][C:40]([CH2:39][C:38]([O:37][CH2:35][CH3:36])=[O:72])=[CH:45][CH:44]=3)=[CH:48][CH:49]=2)[CH:62]=[CH:61][CH:60]=[CH:59][CH:58]=1. (5) Given the reactants FC(F)(F)C(O)=O.[N:8]1([C:14]2[N:19]3[N:20]=[C:21]([C:23]4[CH:28]=[CH:27][CH:26]=[CH:25][CH:24]=4)[CH:22]=[C:18]3[N:17]=[C:16]([NH:29][NH2:30])[CH:15]=2)[CH2:13][CH2:12][O:11][CH2:10][CH2:9]1.[C:31]([C:33]1[CH:40]=[CH:39][CH:38]=[CH:37][C:34]=1[CH:35]=O)#[N:32], predict the reaction product. The product is: [C:31]([C:33]1[CH:40]=[CH:39][CH:38]=[CH:37][C:34]=1[CH:35]=[N:30][NH:29][C:16]1[CH:15]=[C:14]([N:8]2[CH2:13][CH2:12][O:11][CH2:10][CH2:9]2)[N:19]2[N:20]=[C:21]([C:23]3[CH:28]=[CH:27][CH:26]=[CH:25][CH:24]=3)[CH:22]=[C:18]2[N:17]=1)#[N:32]. (6) The product is: [CH2:16]([C:14]1[CH:13]=[C:8]([CH:7]=[C:6]([C:3]([C:1]#[N:2])([CH3:5])[CH3:4])[CH:15]=1)[C:9]([O:11][CH3:12])=[O:10])[CH2:17][CH3:18]. Given the reactants [C:1]([C:3]([C:6]1[CH:7]=[C:8]([CH:13]=[C:14]([C:16]#[C:17][CH2:18]O)[CH:15]=1)[C:9]([O:11][CH3:12])=[O:10])([CH3:5])[CH3:4])#[N:2], predict the reaction product. (7) Given the reactants [F:1][C:2]([F:27])([F:26])[C:3]1[CH:11]=C2[C:6]([C:7](=[N:13][N:14]=CC3(C)CC(C)(C(O)=O)CN3)C(=O)N2)=[CH:5][CH:4]=1.Cl.C(N=C=NCCCN(C)C)C.[OH:40][C:41]1C2N=NNC=2[CH:44]=[CH:43][CH:42]=1.C([N:52]([CH2:55][CH3:56])[CH2:53][CH3:54])C.[NH2:57][C:58]1[CH:63]=[CH:62][CH:61]=[CH:60][C:59]=1[NH:64][C:65](=[O:76])[C:66]1[CH:71]=[CH:70][C:69]([NH:72][CH2:73][CH2:74][NH2:75])=[N:68][CH:67]=1.[CH3:77][N:78]([CH:80]=[O:81])C, predict the reaction product. The product is: [NH2:57][C:58]1[CH:63]=[CH:62][CH:61]=[CH:60][C:59]=1[NH:64][C:65](=[O:76])[C:66]1[CH:71]=[CH:70][C:69]([NH:72][CH2:73][CH2:74][NH:75][C:41]([C:42]2[C:43]([CH3:44])=[C:55]([CH:56]=[N:14][N:13]=[C:7]3[C:6]4[C:77](=[CH:11][C:3]([C:2]([F:1])([F:27])[F:26])=[CH:4][CH:5]=4)[NH:78][C:80]3=[O:81])[NH:52][C:53]=2[CH3:54])=[O:40])=[N:68][CH:67]=1.